From a dataset of Forward reaction prediction with 1.9M reactions from USPTO patents (1976-2016). Predict the product of the given reaction. (1) Given the reactants [F:1][C:2]1[CH:3]=[CH:4][C:5]([N+:9]([O-:11])=[O:10])=[C:6]([CH3:8])[CH:7]=1.[Br:12]N1C(=O)CCC1=O, predict the reaction product. The product is: [Br:12][CH2:8][C:6]1[CH:7]=[C:2]([F:1])[CH:3]=[CH:4][C:5]=1[N+:9]([O-:11])=[O:10]. (2) Given the reactants [NH:1]1[C:9]2[C:4](=[CH:5][C:6]([C:10]([O:12][CH3:13])=[O:11])=[CH:7][CH:8]=2)[CH:3]=[N:2]1.[H-].[Na+].Cl[CH2:17][O:18][CH3:19], predict the reaction product. The product is: [CH3:17][O:18][CH2:19][N:1]1[C:9]2[C:4](=[CH:5][C:6]([C:10]([O:12][CH3:13])=[O:11])=[CH:7][CH:8]=2)[CH:3]=[N:2]1. (3) Given the reactants [CH2:1]([NH:5][CH2:6][CH2:7][CH2:8][OH:9])[CH:2]([CH3:4])[CH3:3].[OH-].[Na+].[C:12](O[C:12]([O:14][C:15]([CH3:18])([CH3:17])[CH3:16])=[O:13])([O:14][C:15]([CH3:18])([CH3:17])[CH3:16])=[O:13], predict the reaction product. The product is: [C:15]([O:14][C:12](=[O:13])[N:5]([CH2:6][CH2:7][CH2:8][OH:9])[CH2:1][CH:2]([CH3:4])[CH3:3])([CH3:18])([CH3:17])[CH3:16]. (4) Given the reactants [CH3:1][C:2]1([CH3:12])[O:6][C:5](=[CH:7][C:8](Cl)=[O:9])[C:4](=[O:11])[O:3]1.[Cl:13][C:14]1[CH:15]=[C:16]([CH2:21][CH2:22][CH2:23][NH:24][O:25][CH3:26])[CH:17]=[CH:18][C:19]=1[Cl:20], predict the reaction product. The product is: [Cl:13][C:14]1[CH:15]=[C:16]([CH2:21][CH2:22][CH2:23][N:24]([O:25][CH3:26])[C:8](=[O:9])[CH:7]=[C:5]2[C:4](=[O:11])[O:3][C:2]([CH3:12])([CH3:1])[O:6]2)[CH:17]=[CH:18][C:19]=1[Cl:20]. (5) The product is: [C:25]([C:24]1[CH:27]=[C:28]([C:31]2[N:36]=[C:35]([NH:37][C:38]3[CH:39]=[CH:40][C:41]([N:44]4[CH2:49][CH2:48][N:47]([CH:50]5[CH2:51][O:52][CH2:53]5)[CH2:46][CH2:45]4)=[CH:42][CH:43]=3)[N:34]=[CH:33][N:32]=2)[CH:29]=[CH:30][C:23]=1[O:8][C@H:7]1[CH2:6][CH2:5][N:4]([C:9]([O:11][C:12]([CH3:15])([CH3:14])[CH3:13])=[O:10])[CH2:3][C@H:2]1[F:1])#[N:26]. Given the reactants [F:1][C@H:2]1[C@@H:7]([OH:8])[CH2:6][CH2:5][N:4]([C:9]([O:11][C:12]([CH3:15])([CH3:14])[CH3:13])=[O:10])[CH2:3]1.CC(C)([O-])C.[K+].F[C:23]1[CH:30]=[CH:29][C:28]([C:31]2[N:36]=[C:35]([NH:37][C:38]3[CH:43]=[CH:42][C:41]([N:44]4[CH2:49][CH2:48][N:47]([CH:50]5[CH2:53][O:52][CH2:51]5)[CH2:46][CH2:45]4)=[CH:40][CH:39]=3)[N:34]=[CH:33][N:32]=2)=[CH:27][C:24]=1[C:25]#[N:26].O, predict the reaction product. (6) The product is: [CH2:26]([OH:30])[CH:27]([OH:29])[CH3:28].[CH3:1][C:2]1[C:3]([CH2:14][S@:15]([C:17]2[NH:18][C:19]3[CH:25]=[CH:24][CH:23]=[CH:22][C:20]=3[N:21]=2)=[O:16])=[N:4][CH:5]=[CH:6][C:7]=1[O:8][CH2:9][C:10]([F:13])([F:11])[F:12]. Given the reactants [CH3:1][C:2]1[C:3]([CH2:14][S@:15]([C:17]2[NH:21][C:20]3[CH:22]=[CH:23][CH:24]=[CH:25][C:19]=3[N:18]=2)=[O:16])=[N:4][CH:5]=[CH:6][C:7]=1[O:8][CH2:9][C:10]([F:13])([F:12])[F:11].[CH2:26]([OH:30])[CH:27]([OH:29])[CH3:28].C(N(CC)CC)C, predict the reaction product.